From a dataset of Catalyst prediction with 721,799 reactions and 888 catalyst types from USPTO. Predict which catalyst facilitates the given reaction. (1) Product: [Cl:1][C:2]1[CH:10]=[CH:9][CH:8]=[C:7]2[C:3]=1[CH:4]=[C:5]([C:11]([N:21]([O:30][CH3:31])[CH3:25])=[O:13])[NH:6]2. The catalyst class is: 9. Reactant: [Cl:1][C:2]1[CH:10]=[CH:9][CH:8]=[C:7]2[C:3]=1[CH:4]=[C:5]([C:11]([OH:13])=O)[NH:6]2.F[P-](F)(F)(F)(F)F.[N:21]1([O:30][C:31](N(C)C)=[N+](C)C)[C:25]2C=CC=CC=2N=N1.C(N(CC)CC)C.Cl.CNOC. (2) Reactant: [Br:1][C:2]1[C:10]2[C:5](=[N:6][C:7]([S:11][CH3:12])=[N:8][CH:9]=2)[NH:4][N:3]=1.C([O-])([O-])=O.[K+].[K+].CS(C)=O.Br[CH2:24][CH:25]1[CH2:30][CH2:29][CH:28]([NH:31][C:32](=[O:34])[O-:33])[CH2:27][CH2:26]1. Product: [Br:1][C:2]1[C:10]2[C:5](=[N:6][C:7]([S:11][CH3:12])=[N:8][CH:9]=2)[N:4]([CH2:24][CH:25]2[CH2:30][CH2:29][CH:28]([NH:31][C:32](=[O:34])[O:33][C:10]([CH3:2])([CH3:5])[CH3:9])[CH2:27][CH2:26]2)[N:3]=1. The catalyst class is: 90. (3) Reactant: [H-].[Na+].[CH3:3][C:4]1[CH:5]=[CH:6][CH:7]=[C:8]2[C:12]=1[NH:11][CH:10]=[CH:9]2.[CH3:13]I.[NH4+].[Cl-]. Product: [CH3:13][N:11]1[C:12]2[C:8](=[CH:7][CH:6]=[CH:5][C:4]=2[CH3:3])[CH:9]=[CH:10]1. The catalyst class is: 3. (4) Reactant: O[C:2]1[C:11]2[C:6](=[C:7]([C:12]([O:14][CH2:15][CH3:16])=[O:13])[CH:8]=[CH:9][CH:10]=2)[N:5]=[CH:4][N:3]=1.C1CCN2C(=NCCC2)CC1.[CH3:28][O:29][C:30]1[CH:35]=[C:34]([O:36][CH3:37])[CH:33]=[CH:32][C:31]=1[CH2:38][NH2:39]. Product: [CH3:28][O:29][C:30]1[CH:35]=[C:34]([O:36][CH3:37])[CH:33]=[CH:32][C:31]=1[CH2:38][NH:39][C:2]1[C:11]2[C:6](=[C:7]([C:12]([O:14][CH2:15][CH3:16])=[O:13])[CH:8]=[CH:9][CH:10]=2)[N:5]=[CH:4][N:3]=1. The catalyst class is: 3. (5) Reactant: Br[C:2]1[CH:11]=[CH:10][CH:9]=[C:8]2[C:3]=1[CH:4]=[CH:5][C:6](C)=[N:7]2.[C:13]([O:22][CH2:23][CH3:24])(=[O:21])/[CH:14]=[CH:15]\[C:16]([O:18][CH2:19][CH3:20])=[O:17].C1(C)C=CC=CC=1P(C1C=CC=CC=1C)C1C=CC=CC=1C.C(=O)([O-])[O-].[K+].[K+]. Product: [CH2:19]([O:18][C:16](=[O:17])[C:15]([C:2]1[CH:11]=[CH:10][CH:9]=[C:8]2[C:3]=1[CH:4]=[CH:5][CH:6]=[N:7]2)=[CH:14][C:13]([O:22][CH2:23][CH3:24])=[O:21])[CH3:20]. The catalyst class is: 274.